From a dataset of Full USPTO retrosynthesis dataset with 1.9M reactions from patents (1976-2016). Predict the reactants needed to synthesize the given product. (1) Given the product [F:25][C:26]([F:39])([F:38])[S:27]([O:22][C:17]1[C@@:18]2([CH3:21])[CH2:19][CH2:20][C@H:9]3[C@H:10]([C@@H:14]2[CH2:15][CH:16]=1)[CH2:11][CH:12]=[C:13]1[C@:8]3([CH3:23])[CH2:7][CH2:6][C:5](=[O:24])[N:4]1[CH:1]1[CH2:2][CH2:3]1)(=[O:29])=[O:28], predict the reactants needed to synthesize it. The reactants are: [CH:1]1([N:4]2[C:13]3[C@@:8]([CH3:23])([C@H:9]4[CH2:20][CH2:19][C@@:18]5([CH3:21])[C@@H:14]([CH2:15][CH2:16][C:17]5=[O:22])[C@@H:10]4[CH2:11][CH:12]=3)[CH2:7][CH2:6][C:5]2=[O:24])[CH2:3][CH2:2]1.[F:25][C:26]([F:39])([F:38])[S:27](O[S:27]([C:26]([F:39])([F:38])[F:25])(=[O:29])=[O:28])(=[O:29])=[O:28].C(N(CC)CC)C. (2) Given the product [CH:1]1([C:4]2[C:12]([C:25]3[CH:30]=[N:29][CH:28]=[C:27]([CH2:31][OH:32])[CH:26]=3)=[CH:11][CH:10]=[C:9]3[C:5]=2[CH2:6][C:7](=[O:23])[N:8]3[CH3:22])[CH2:2][CH2:3]1, predict the reactants needed to synthesize it. The reactants are: [CH:1]1([C:4]2[C:12](B3OC(C)(C)C(C)(C)O3)=[CH:11][CH:10]=[C:9]3[C:5]=2[CH2:6][C:7](=[O:23])[N:8]3[CH3:22])[CH2:3][CH2:2]1.Br[C:25]1[CH:26]=[C:27]([CH2:31][OH:32])[CH:28]=[N:29][CH:30]=1.COCCOC.C(=O)([O-])[O-].[Na+].[Na+]. (3) Given the product [CH2:1]([O:8][C:9]1[CH:10]=[C:11]2[C:16](=[CH:17][C:18]=1[O:19][CH3:20])[CH:15](/[CH:21]=[CH:22]/[C:23]1[CH:28]=[C:27]([O:29][CH2:30][C:31]3[CH:32]=[CH:33][CH:34]=[CH:35][CH:36]=3)[C:26]([O:37][CH3:38])=[CH:25][C:24]=1[CH3:39])[N:14]([C:40]([C:41]1[CH:42]=[N:43][CH:44]=[CH:45][CH:46]=1)=[O:47])[CH2:13][CH2:12]2)[C:2]1[CH:7]=[CH:6][CH:5]=[CH:4][CH:3]=1, predict the reactants needed to synthesize it. The reactants are: [CH2:1]([O:8][C:9]1[CH:10]=[C:11]2[C:16](=[CH:17][C:18]=1[O:19][CH3:20])[CH:15](/[CH:21]=[CH:22]/[C:23]1[CH:28]=[C:27]([O:29][CH2:30][C:31]3[CH:36]=[CH:35][CH:34]=[CH:33][CH:32]=3)[C:26]([O:37][CH3:38])=[CH:25][C:24]=1[CH3:39])[NH:14][CH2:13][CH2:12]2)[C:2]1[CH:7]=[CH:6][CH:5]=[CH:4][CH:3]=1.[C:40](O)(=[O:47])[C:41]1[CH:46]=[CH:45][CH:44]=[N:43][CH:42]=1.CCN(C(C)C)C(C)C.CN(C(ON1N=NC2C=CC=NC1=2)=[N+](C)C)C.F[P-](F)(F)(F)(F)F. (4) Given the product [C:18]([NH:1][C:2]1[CH:7]=[CH:6][C:5]([C:8]#[CH:9])=[CH:4][CH:3]=1)([O:20][C:21]([CH3:24])([CH3:23])[CH3:22])=[O:17], predict the reactants needed to synthesize it. The reactants are: [NH2:1][C:2]1[CH:7]=[CH:6][C:5]([C:8]#[CH:9])=[CH:4][CH:3]=1.CCN(CC)CC.[O:17](C(OC(C)(C)C)=O)[C:18]([O:20][C:21]([CH3:24])([CH3:23])[CH3:22])=O.Cl. (5) Given the product [CH2:21]([O:20][C:18](=[O:19])[C:16]1[CH:17]=[C:12]([C:10]#[N:11])[C:13]([N:25]2[CH2:30][CH2:29][CH:28]([C:31](=[O:32])[NH:43][S:40]([C:34]3[CH:39]=[CH:38][CH:37]=[CH:36][CH:35]=3)(=[O:42])=[O:41])[CH2:27][CH2:26]2)=[N:14][C:15]=1[O:23][CH3:24])[CH3:22], predict the reactants needed to synthesize it. The reactants are: CCN(C(C)C)C(C)C.[C:10]([C:12]1[C:13]([N:25]2[CH2:30][CH2:29][CH:28]([C:31](O)=[O:32])[CH2:27][CH2:26]2)=[N:14][C:15]([O:23][CH3:24])=[C:16]([C:18]([O:20][CH2:21][CH3:22])=[O:19])[CH:17]=1)#[N:11].[C:34]1([S:40]([NH2:43])(=[O:42])=[O:41])[CH:39]=[CH:38][CH:37]=[CH:36][CH:35]=1.C1CN([P+](Br)(N2CCCC2)N2CCCC2)CC1.F[P-](F)(F)(F)(F)F. (6) Given the product [C:45]([NH:49][C:20]([C:11]1[N:12]=[C:13]([C:14]2[CH:19]=[CH:18][CH:17]=[CH:16][N:15]=2)[N:9]([C:6]2[CH:7]=[N:8][C:3]([O:2][CH3:1])=[CH:4][CH:5]=2)[N:10]=1)=[O:22])([CH3:48])([CH3:47])[CH3:46], predict the reactants needed to synthesize it. The reactants are: [CH3:1][O:2][C:3]1[N:8]=[CH:7][C:6]([N:9]2[C:13]([C:14]3[CH:19]=[CH:18][CH:17]=[CH:16][N:15]=3)=[N:12][C:11]([C:20]([OH:22])=O)=[N:10]2)=[CH:5][CH:4]=1.Cl.C(N=C=NCCCN(C)C)C.ON1C2C=CC=CC=2N=N1.[C:45]([NH2:49])([CH3:48])([CH3:47])[CH3:46].